From a dataset of Full USPTO retrosynthesis dataset with 1.9M reactions from patents (1976-2016). Predict the reactants needed to synthesize the given product. (1) Given the product [C:5]([CH:4]=[C:3]([NH:2][C:15](=[O:19])[O:16][CH2:17][CH3:18])[C:7]1[CH:12]=[CH:11][C:10]([Cl:13])=[CH:9][C:8]=1[Cl:14])#[N:6], predict the reactants needed to synthesize it. The reactants are: [Na].[NH2:2][C:3]([C:7]1[CH:12]=[CH:11][C:10]([Cl:13])=[CH:9][C:8]=1[Cl:14])=[CH:4][C:5]#[N:6].[C:15](=O)([O:19]CC)[O:16][CH2:17][CH3:18].Cl. (2) Given the product [C:22]([C:26]1[CH:31]=[CH:30][C:29]([S:32]([N:14]([C:15]2[CH:20]=[N:19][C:18]([Cl:21])=[CH:17][CH:16]=2)[CH2:2][C:3]([N:10]([CH2:9][CH:6]2[CH2:8][CH2:7]2)[CH2:11][CH2:12][CH3:13])=[O:4])(=[O:34])=[O:33])=[CH:28][CH:27]=1)([CH3:25])([CH3:23])[CH3:24], predict the reactants needed to synthesize it. The reactants are: Br[CH2:2][C:3](Br)=[O:4].[CH:6]1([CH2:9][NH:10][CH2:11][CH2:12][CH3:13])[CH2:8][CH2:7]1.[NH2:14][C:15]1[CH:16]=[CH:17][C:18]([Cl:21])=[N:19][CH:20]=1.[C:22]([C:26]1[CH:31]=[CH:30][C:29]([S:32](Cl)(=[O:34])=[O:33])=[CH:28][CH:27]=1)([CH3:25])([CH3:24])[CH3:23]. (3) Given the product [F:47][C:44]([F:45])([F:46])[C:42]1[CH:41]=[C:5]([CH:4]=[C:3]([C:2]([F:1])([F:48])[F:49])[CH:43]=1)[CH2:6][N:7]([CH2:23][C:24]1[CH:29]=[C:28]([C:30]([F:33])([F:31])[F:32])[CH:27]=[CH:26][C:25]=1[O:34][C:35]1[N:36]=[CH:37][CH:38]=[CH:39][N:40]=1)[C:8]1[N:9]=[CH:10][C:11]([O:14][CH2:15][CH2:16][CH2:17][C:18]([OH:20])=[O:19])=[CH:12][N:13]=1, predict the reactants needed to synthesize it. The reactants are: [F:1][C:2]([F:49])([F:48])[C:3]1[CH:4]=[C:5]([CH:41]=[C:42]([C:44]([F:47])([F:46])[F:45])[CH:43]=1)[CH2:6][N:7]([CH2:23][C:24]1[CH:29]=[C:28]([C:30]([F:33])([F:32])[F:31])[CH:27]=[CH:26][C:25]=1[O:34][C:35]1[N:40]=[CH:39][CH:38]=[CH:37][N:36]=1)[C:8]1[N:13]=[CH:12][C:11]([O:14][CH2:15][CH2:16][CH2:17][C:18]([O:20]CC)=[O:19])=[CH:10][N:9]=1.[OH-].[Na+].Cl.C(OCC)(=O)C. (4) Given the product [CH3:1][O:2][C:3]([C:4]1[CH:5]=[C:6]2[C:7](=[CH:8][CH:9]=1)[NH:10][CH:16]([C:15]1[CH:18]=[CH:19][C:20]([F:21])=[C:13]([Cl:12])[CH:14]=1)[CH2:22][C:23]2([CH3:25])[CH3:24])=[O:11], predict the reactants needed to synthesize it. The reactants are: [CH3:1][O:2][C:3](=[O:11])[C:4]1[CH:9]=[CH:8][C:7]([NH2:10])=[CH:6][CH:5]=1.[Cl:12][C:13]1[CH:14]=[C:15]([CH:18]=[CH:19][C:20]=1[F:21])[CH:16]=O.[CH2:22]=[C:23]([CH3:25])[CH3:24].FC(F)(F)S([O-])(=O)=O.[Yb+3].FC(F)(F)S([O-])(=O)=O.FC(F)(F)S([O-])(=O)=O.